The task is: Predict the reactants needed to synthesize the given product.. This data is from Full USPTO retrosynthesis dataset with 1.9M reactions from patents (1976-2016). Given the product [CH2:28]([C:23]1([CH2:26][CH3:27])[CH2:24][CH2:25][CH:20]([C:15]2[CH:16]=[CH:17][CH:18]=[CH:19][C:14]=2[N:11]2[CH2:10][CH2:9][NH:8][CH2:13][CH2:12]2)[CH2:21][CH2:22]1)[CH3:29], predict the reactants needed to synthesize it. The reactants are: C(OC([N:8]1[CH2:13][CH2:12][N:11]([C:14]2[CH:19]=[CH:18][CH:17]=[CH:16][C:15]=2[CH:20]2[CH2:25][CH2:24][C:23]([CH2:28][CH3:29])([CH2:26][CH3:27])[CH2:22][CH2:21]2)[CH2:10][CH2:9]1)=O)(C)(C)C.FC(F)(F)C(O)=O.ClCCl.C(=O)([O-])[O-].[K+].[K+].